From a dataset of Catalyst prediction with 721,799 reactions and 888 catalyst types from USPTO. Predict which catalyst facilitates the given reaction. Reactant: [N:1]([C:4]1[CH:9]=[CH:8][C:7]([O:10][CH2:11][C:12]([F:15])([F:14])[F:13])=[CH:6][CH:5]=1)=[C:2]=[S:3].[H-].[Na+].[NH2:18][C:19]1[C:20](=[O:41])[N:21]([CH2:30][C:31]2[CH:36]=[CH:35][C:34]([O:37][CH3:38])=[CH:33][C:32]=2[O:39][CH3:40])[CH:22]=[CH:23][C:24]=1[C:25](OCC)=[O:26].Cl. Product: [CH3:40][O:39][C:32]1[CH:33]=[C:34]([O:37][CH3:38])[CH:35]=[CH:36][C:31]=1[CH2:30][N:21]1[CH:22]=[CH:23][C:24]2[C:25](=[O:26])[N:1]([C:4]3[CH:5]=[CH:6][C:7]([O:10][CH2:11][C:12]([F:13])([F:15])[F:14])=[CH:8][CH:9]=3)[C:2](=[S:3])[NH:18][C:19]=2[C:20]1=[O:41]. The catalyst class is: 9.